Predict the reactants needed to synthesize the given product. From a dataset of Full USPTO retrosynthesis dataset with 1.9M reactions from patents (1976-2016). Given the product [O:3]1[CH2:4][CH2:5][O:1][CH:2]1[C:6]1[N:15]=[C:14]2[C:9]([CH2:10][CH2:11][C:12](=[O:16])[N:13]2[CH3:19])=[CH:8][C:7]=1[O:17][CH3:18], predict the reactants needed to synthesize it. The reactants are: [O:1]1[CH2:5][CH2:4][O:3][CH:2]1[C:6]1[N:15]=[C:14]2[C:9]([CH2:10][CH2:11][C:12](=[O:16])[NH:13]2)=[CH:8][C:7]=1[O:17][CH3:18].[CH3:19]C(C)([O-])C.[K+].CI.